From a dataset of Catalyst prediction with 721,799 reactions and 888 catalyst types from USPTO. Predict which catalyst facilitates the given reaction. (1) Reactant: [C:1]([O:5][C:6]([N:8]1[C@@H:12]([CH3:13])[C@H:11]([F:14])[CH2:10][C@H:9]1[C:15]([OH:17])=O)=[O:7])([CH3:4])([CH3:3])[CH3:2].CN(C(ON1N=NC2C=CC=NC1=2)=[N+](C)C)C.F[P-](F)(F)(F)(F)F.CCN(C(C)C)C(C)C.[Cl:51][C:52]1[N:57]=[C:56]([CH:58]2[CH2:60][CH2:59]2)[C:55]([I:61])=[C:54]([CH2:62][NH2:63])[CH:53]=1. Product: [Cl:51][C:52]1[N:57]=[C:56]([CH:58]2[CH2:60][CH2:59]2)[C:55]([I:61])=[C:54]([CH2:62][NH:63][C:15]([C@H:9]2[N:8]([C:6]([O:5][C:1]([CH3:2])([CH3:3])[CH3:4])=[O:7])[C@@H:12]([CH3:13])[C@H:11]([F:14])[CH2:10]2)=[O:17])[CH:53]=1. The catalyst class is: 42. (2) Reactant: Br[C:2]1[C:3]([C:16]2[CH:21]=[CH:20][CH:19]=[CH:18][CH:17]=2)=[N:4][C:5]2[C:10]([N:11]=1)=[CH:9][C:8]([C:12]([O:14][CH3:15])=[O:13])=[CH:7][CH:6]=2.[CH:22]1([NH2:27])[CH2:26][CH2:25][CH2:24][CH2:23]1. Product: [CH:22]1([NH:27][C:2]2[C:3]([C:16]3[CH:21]=[CH:20][CH:19]=[CH:18][CH:17]=3)=[N:4][C:5]3[C:10]([N:11]=2)=[CH:9][C:8]([C:12]([O:14][CH3:15])=[O:13])=[CH:7][CH:6]=3)[CH2:26][CH2:25][CH2:24][CH2:23]1. The catalyst class is: 114.